Predict the reactants needed to synthesize the given product. From a dataset of Full USPTO retrosynthesis dataset with 1.9M reactions from patents (1976-2016). (1) Given the product [ClH:27].[NH2:7][C@H:8]1[CH2:11][C@H:10]([N:12]2[C:16]3=[N:17][CH:18]=[C:19]([Br:21])[N:20]=[C:15]3[N:14]([CH:22]3[CH2:23][CH2:24]3)[C:13]2=[O:25])[CH2:9]1, predict the reactants needed to synthesize it. The reactants are: C(OC(=O)[NH:7][C@H:8]1[CH2:11][C@H:10]([N:12]2[C:16]3=[N:17][CH:18]=[C:19]([Br:21])[N:20]=[C:15]3[N:14]([CH:22]3[CH2:24][CH2:23]3)[C:13]2=[O:25])[CH2:9]1)(C)(C)C.[ClH:27]. (2) Given the product [NH:1]1[CH:5]=[CH:4][N:3]=[C:2]1[CH:6]1[CH2:11][CH2:10][N:9]([C:12]([O:14][C:15]([CH3:18])([CH3:17])[CH3:16])=[O:13])[CH2:8][CH2:7]1, predict the reactants needed to synthesize it. The reactants are: [NH:1]1[CH:5]=[CH:4][N:3]=[C:2]1[C:6]1[CH2:7][CH2:8][N:9]([C:12]([O:14][C:15]([CH3:18])([CH3:17])[CH3:16])=[O:13])[CH2:10][CH:11]=1. (3) Given the product [C:1]([O:5][C:6]([N:8]1[CH2:12][CH2:11][CH2:10][C@H:9]1[CH2:13][O:14][C:15]1[CH:20]=[CH:19][C:18]([CH:21]([OH:28])[C:22]2[CH:27]=[CH:26][CH:25]=[CH:24][CH:23]=2)=[CH:17][N:16]=1)=[O:7])([CH3:4])([CH3:2])[CH3:3], predict the reactants needed to synthesize it. The reactants are: [C:1]([O:5][C:6]([N:8]1[CH2:12][CH2:11][CH2:10][C@H:9]1[CH2:13][O:14][C:15]1[CH:20]=[CH:19][C:18]([C:21](=[O:28])[C:22]2[CH:27]=[CH:26][CH:25]=[CH:24][CH:23]=2)=[CH:17][N:16]=1)=[O:7])([CH3:4])([CH3:3])[CH3:2].[BH4-].[Na+]. (4) Given the product [Cl:1][C:2]1[C:7]2=[N:8][CH:9]=[C:10]([O:12][CH2:13][C:14]3[N:18]=[C:17]([CH3:16])[O:33][C:32]=3[CH3:31])[N:11]=[C:6]2[CH:5]=[CH:4][N:3]=1, predict the reactants needed to synthesize it. The reactants are: [Cl:1][C:2]1[C:7]2=[N:8][CH:9]=[C:10]([O:12][CH2:13][C:14]3O[CH:16]=[CH:17][N:18]=3)[N:11]=[C:6]2[CH:5]=[CH:4][N:3]=1.ClC1N=C2C=CN=C(Cl)C2=NC=1.[CH3:31][C:32]1[O:33]C(C)=C(CO)N=1. (5) Given the product [N:40]1[C:41]2[C:46](=[CH:45][CH:44]=[CH:43][CH:42]=2)[CH:47]=[CH:48][C:39]=1[CH:11]1[CH2:14][N:13]([C:15]([O:17][C:18]([CH3:21])([CH3:20])[CH3:19])=[O:16])[CH2:12]1, predict the reactants needed to synthesize it. The reactants are: BrCCBr.C[Si](Cl)(C)C.I[CH:11]1[CH2:14][N:13]([C:15]([O:17][C:18]([CH3:21])([CH3:20])[CH3:19])=[O:16])[CH2:12]1.O1C=CC=C1P(C1OC=CC=1)C1OC=CC=1.Br[C:39]1[CH:48]=[CH:47][C:46]2[C:41](=[CH:42][CH:43]=[CH:44][CH:45]=2)[N:40]=1. (6) Given the product [Br:1][C:2]1[CH:10]=[CH:9][C:5]([C:6]([OH:8])=[O:7])=[CH:4][C:3]=1[S:12]([Cl:11])(=[O:14])=[O:13], predict the reactants needed to synthesize it. The reactants are: [Br:1][C:2]1[CH:10]=[CH:9][C:5]([C:6]([OH:8])=[O:7])=[CH:4][CH:3]=1.[Cl:11][S:12](O)(=[O:14])=[O:13]. (7) Given the product [C:1]([NH:5][C:6]1[CH:7]=[C:8]([C:12]2[N:13]=[C:14]3[C:20]([C:21]([NH:23][C:24]([CH3:27])([CH3:26])[CH3:25])=[O:22])=[CH:19][NH:18][C:15]3=[N:16][CH:17]=2)[CH:9]=[CH:10][CH:11]=1)(=[O:4])[CH:2]=[CH2:3], predict the reactants needed to synthesize it. The reactants are: [C:1]([NH:5][C:6]1[CH:7]=[C:8]([C:12]2[N:13]=[C:14]3[C:20]([C:21]([NH:23][C:24]([CH3:27])([CH3:26])[CH3:25])=[O:22])=[CH:19][N:18](COCC[Si](C)(C)C)[C:15]3=[N:16][CH:17]=2)[CH:9]=[CH:10][CH:11]=1)(=[O:4])[CH:2]=[CH2:3].C(O)(C(F)(F)F)=O. (8) Given the product [OH:29][CH2:28][CH:24]1[CH2:25][CH2:26][CH2:27][N:22]([CH2:21][CH2:20][NH:19][C:15]2[C:14]3[C:13](=[O:17])[C:12]4[C:7](=[CH:8][CH:9]=[CH:10][CH:11]=4)[C:6](=[O:18])[C:5]=3[C:3]([NH:19][CH2:20][CH2:21][N:22]3[CH2:27][CH2:26][CH2:25][CH:24]([CH2:28][OH:29])[CH2:23]3)=[CH:2][CH:1]=2)[CH2:23]1, predict the reactants needed to synthesize it. The reactants are: [CH2:1]1[C:15](=O)[C:14]2[C:5](=[C:6]([OH:18])[C:7]3[C:12]([C:13]=2[OH:17])=[CH:11][CH:10]=[CH:9][CH:8]=3)[C:3](=O)[CH2:2]1.[NH2:19][CH2:20][CH2:21][N:22]1[CH2:27][CH2:26][CH2:25][CH:24]([CH2:28][OH:29])[CH2:23]1. (9) Given the product [Br:1][C:2]1[CH:10]=[CH:9][C:5]([C:6]([NH:17][CH:14]([CH2:15][CH3:16])[CH2:12][CH3:13])=[O:8])=[CH:4][C:3]=1[F:11], predict the reactants needed to synthesize it. The reactants are: [Br:1][C:2]1[CH:10]=[CH:9][C:5]([C:6]([OH:8])=O)=[CH:4][C:3]=1[F:11].[CH2:12]([CH:14]([NH2:17])[CH2:15][CH3:16])[CH3:13]. (10) The reactants are: [CH2:1]([O:8][N:9]([CH2:31][C:32]1[C:37]([O:38][CH3:39])=[CH:36][C:35]([O:40][CH3:41])=[CH:34][C:33]=1[O:42][CH3:43])[C:10](=[O:30])[CH2:11][CH2:12][C:13]([CH2:20][C:21]1[CH:26]=[CH:25][C:24]([C:27]([OH:29])=[O:28])=[CH:23][CH:22]=1)(C(O)=O)[C:14]([OH:16])=[O:15])[C:2]1[CH:7]=[CH:6][CH:5]=[CH:4][CH:3]=1. Given the product [CH2:1]([O:8][N:9]([CH2:31][C:32]1[C:37]([O:38][CH3:39])=[CH:36][C:35]([O:40][CH3:41])=[CH:34][C:33]=1[O:42][CH3:43])[C:10](=[O:30])[CH2:11][CH2:12][CH:13]([C:14]([OH:16])=[O:15])[CH2:20][C:21]1[CH:22]=[CH:23][C:24]([C:27]([OH:29])=[O:28])=[CH:25][CH:26]=1)[C:2]1[CH:7]=[CH:6][CH:5]=[CH:4][CH:3]=1, predict the reactants needed to synthesize it.